Dataset: Reaction yield outcomes from USPTO patents with 853,638 reactions. Task: Predict the reaction yield, written as a fraction of the theoretical maximum amount of product (1.0 means a 100% yield; for example, 0.34 means a 34% yield). (1) The reactants are [CH2:1]([N:8]1[CH2:13][CH2:12][N:11]([C:14]2[CH:19]=[CH:18][C:17]([N+:20]([O-])=O)=[CH:16][CH:15]=2)[CH2:10][CH2:9]1)[C:2]1[CH:7]=[CH:6][CH:5]=[CH:4][CH:3]=1.C(OCC)(=O)C. No catalyst specified. The product is [CH2:1]([N:8]1[CH2:9][CH2:10][N:11]([C:14]2[CH:15]=[CH:16][C:17]([NH2:20])=[CH:18][CH:19]=2)[CH2:12][CH2:13]1)[C:2]1[CH:3]=[CH:4][CH:5]=[CH:6][CH:7]=1. The yield is 0.820. (2) The yield is 0.780. The reactants are Br[C:2]1[CH:9]=[CH:8][C:5]([C:6]#[N:7])=[CH:4][CH:3]=1.[F:10][C:11]1[N:16]=[CH:15][C:14](B(O)O)=[CH:13][CH:12]=1.C(=O)([O-])[O-].[K+].[K+].O. The product is [F:10][C:11]1[N:16]=[CH:15][C:14]([C:2]2[CH:9]=[CH:8][C:5]([C:6]#[N:7])=[CH:4][CH:3]=2)=[CH:13][CH:12]=1. The catalyst is O1CCOCC1.CO.C1(P(C2C=CC=CC=2)[C-]2C=CC=C2)C=CC=CC=1.[C-]1(P(C2C=CC=CC=2)C2C=CC=CC=2)C=CC=C1.[Fe+2].ClCCl.Cl[Pd]Cl. (3) The reactants are CCN(C(C)C)C(C)C.CCN=C=NCCCN(C)C.C1C=CC2N(O)N=NC=2C=1.[Cl:31][C:32]1[C:40]2[C:35](=[CH:36][CH:37]=[CH:38][CH:39]=2)[NH:34][C:33]=1[C:41]([OH:43])=O.[NH2:44][C:45]1[CH:53]=[C:52]2[C:48]([CH:49]=[CH:50][N:51]2[CH2:54][C:55]([O:57][C:58]([CH3:61])([CH3:60])[CH3:59])=[O:56])=[CH:47][CH:46]=1. The catalyst is CN(C=O)C.ClCCl. The product is [Cl:31][C:32]1[C:40]2[C:35](=[CH:36][CH:37]=[CH:38][CH:39]=2)[NH:34][C:33]=1[C:41]([NH:44][C:45]1[CH:53]=[C:52]2[C:48]([CH:49]=[CH:50][N:51]2[CH2:54][C:55]([O:57][C:58]([CH3:61])([CH3:60])[CH3:59])=[O:56])=[CH:47][CH:46]=1)=[O:43]. The yield is 0.550. (4) The reactants are [C:1]([C:4]1[S:5][C:6](Br)=[CH:7][CH:8]=1)(=O)C.[Br:10][C:11]1[S:15][C:14]([C:16]([CH2:18][C:19]#[N:20])=[O:17])=[CH:13][CH:12]=1.C1(=O)CCCC1.N1CCOCC1.[S]. No catalyst specified. The product is [NH2:20][C:19]1[S:5][C:6]2[CH2:1][CH2:4][CH2:8][C:7]=2[C:18]=1[C:16]([C:14]1[S:15][C:11]([Br:10])=[CH:12][CH:13]=1)=[O:17]. The yield is 0.730.